From a dataset of NCI-60 drug combinations with 297,098 pairs across 59 cell lines. Regression. Given two drug SMILES strings and cell line genomic features, predict the synergy score measuring deviation from expected non-interaction effect. (1) Drug 1: C1C(C(OC1N2C=NC3=C2NC=NCC3O)CO)O. Drug 2: C1CCC(C(C1)N)N.C(=O)(C(=O)[O-])[O-].[Pt+4]. Cell line: NCI-H226. Synergy scores: CSS=9.57, Synergy_ZIP=-3.46, Synergy_Bliss=-1.41, Synergy_Loewe=-3.25, Synergy_HSA=-0.00102. (2) Drug 1: C1C(C(OC1N2C=NC3=C2NC=NCC3O)CO)O. Drug 2: CC1C(C(CC(O1)OC2CC(CC3=C2C(=C4C(=C3O)C(=O)C5=C(C4=O)C(=CC=C5)OC)O)(C(=O)CO)O)N)O.Cl. Cell line: SF-539. Synergy scores: CSS=52.8, Synergy_ZIP=2.50, Synergy_Bliss=3.22, Synergy_Loewe=-34.7, Synergy_HSA=1.89. (3) Drug 1: C1=NNC2=C1C(=O)NC=N2. Drug 2: C1CNP(=O)(OC1)N(CCCl)CCCl. Cell line: ACHN. Synergy scores: CSS=2.93, Synergy_ZIP=-2.07, Synergy_Bliss=-0.501, Synergy_Loewe=-0.328, Synergy_HSA=-0.285. (4) Drug 1: C1=C(C(=O)NC(=O)N1)F. Drug 2: CS(=O)(=O)CCNCC1=CC=C(O1)C2=CC3=C(C=C2)N=CN=C3NC4=CC(=C(C=C4)OCC5=CC(=CC=C5)F)Cl. Cell line: NCIH23. Synergy scores: CSS=41.1, Synergy_ZIP=-3.80, Synergy_Bliss=-4.59, Synergy_Loewe=-2.68, Synergy_HSA=-0.202. (5) Synergy scores: CSS=8.64, Synergy_ZIP=-1.21, Synergy_Bliss=3.84, Synergy_Loewe=-1.10, Synergy_HSA=1.78. Cell line: SF-539. Drug 1: CCN(CC)CCNC(=O)C1=C(NC(=C1C)C=C2C3=C(C=CC(=C3)F)NC2=O)C. Drug 2: C1=CN(C=N1)CC(O)(P(=O)(O)O)P(=O)(O)O. (6) Drug 1: C1CN1C2=NC(=NC(=N2)N3CC3)N4CC4. Drug 2: C1=NC2=C(N1)C(=S)N=C(N2)N. Cell line: HCT-15. Synergy scores: CSS=75.7, Synergy_ZIP=-0.652, Synergy_Bliss=-1.65, Synergy_Loewe=-1.77, Synergy_HSA=2.71.